From a dataset of Full USPTO retrosynthesis dataset with 1.9M reactions from patents (1976-2016). Predict the reactants needed to synthesize the given product. (1) Given the product [CH2:1]([NH:8][C:9]([N:11]1[C@H:30]2[CH2:29][N:20]([CH2:21][C:22]3[CH:27]=[CH:26][CH:25]=[C:24]([F:28])[N:23]=3)[C:18](=[O:19])[C@H:17]([CH2:37][C:38]3[CH:43]=[CH:42][C:41]([O:44][CH2:45][C:46]4[CH:51]=[CH:50][CH:49]=[CH:48][CH:47]=4)=[CH:40][C:39]=3[F:52])[N:16]2[C:14](=[O:15])[CH2:13][N:12]1[CH2:53][CH:54]=[CH2:55])=[O:10])[C:2]1[CH:3]=[CH:4][CH:5]=[CH:6][CH:7]=1, predict the reactants needed to synthesize it. The reactants are: [CH2:1]([NH:8][C:9]([NH:11][N:12]([CH2:53][CH:54]=[CH2:55])[CH2:13][C:14]([NH:16][C@@H:17]([CH2:37][C:38]1[CH:43]=[CH:42][C:41]([O:44][CH2:45][C:46]2[CH:51]=[CH:50][CH:49]=[CH:48][CH:47]=2)=[CH:40][C:39]=1[F:52])[C:18]([N:20]([CH2:29][CH:30](OCC)OCC)[CH2:21][C:22]1[CH:27]=[CH:26][CH:25]=[C:24]([F:28])[N:23]=1)=[O:19])=[O:15])=[O:10])[C:2]1[CH:7]=[CH:6][CH:5]=[CH:4][CH:3]=1. (2) Given the product [C:29]([NH:20][C@H:17]([C@@H:16](/[CH:15]=[CH:14]/[CH2:13][CH2:12][CH2:11][CH2:10][CH2:9][CH2:8][CH2:7][CH2:6][CH2:5][CH2:4][CH2:3][CH2:2][CH3:1])[OH:21])[CH2:18][OH:19])([O:28][C:25]([CH3:27])([CH3:26])[CH3:24])=[O:30], predict the reactants needed to synthesize it. The reactants are: [CH3:1][CH2:2][CH2:3][CH2:4][CH2:5][CH2:6][CH2:7][CH2:8][CH2:9][CH2:10][CH2:11][CH2:12][CH2:13]/[CH:14]=[CH:15]/[C@@H:16]([OH:21])[C@@H:17]([NH2:20])[CH2:18][OH:19].[OH-].[Na+].[CH3:24][C:25]([O:28][C:29](O[C:29]([O:28][C:25]([CH3:27])([CH3:26])[CH3:24])=[O:30])=[O:30])([CH3:27])[CH3:26].CCCCCC.CCOC(C)=O.